This data is from Forward reaction prediction with 1.9M reactions from USPTO patents (1976-2016). The task is: Predict the product of the given reaction. (1) Given the reactants [C:1]([NH:5][S:6]([C:9]1[CH:14]=[CH:13][C:12]([C:15]2[N:19]([CH2:20][CH:21]3[CH2:26][CH2:25][CH2:24][CH2:23][CH2:22]3)[N:18]=[C:17]([C:27]([NH:29][C@H:30]3[CH2:33][C@H:32]([C:34]([O:36]C)=[O:35])[CH2:31]3)=[O:28])[C:16]=2[Cl:38])=[CH:11][C:10]=1[C:39]([F:42])([F:41])[F:40])(=[O:8])=[O:7])([CH3:4])([CH3:3])[CH3:2].CO.O[Li].O, predict the reaction product. The product is: [C:1]([NH:5][S:6]([C:9]1[CH:14]=[CH:13][C:12]([C:15]2[N:19]([CH2:20][CH:21]3[CH2:26][CH2:25][CH2:24][CH2:23][CH2:22]3)[N:18]=[C:17]([C:27]([NH:29][C@H:30]3[CH2:33][C@H:32]([C:34]([OH:36])=[O:35])[CH2:31]3)=[O:28])[C:16]=2[Cl:38])=[CH:11][C:10]=1[C:39]([F:40])([F:41])[F:42])(=[O:7])=[O:8])([CH3:4])([CH3:2])[CH3:3]. (2) Given the reactants [C:1]1([OH:7])[CH:6]=[CH:5][CH:4]=[CH:3][CH:2]=1.[H-].[Na+].Cl[C:11]1[C:16]([S:17][C:18]2[CH:19]=[C:20]([NH:24][C:25](=[O:27])[CH3:26])[CH:21]=[CH:22][CH:23]=2)=[CH:15][N:14]=[C:13]([N:28]2[CH2:33][CH2:32][N:31]([CH3:34])[CH2:30][CH2:29]2)[N:12]=1.CO, predict the reaction product. The product is: [CH3:34][N:31]1[CH2:32][CH2:33][N:28]([C:13]2[N:14]=[C:15]([O:7][C:1]3[CH:6]=[CH:5][CH:4]=[CH:3][CH:2]=3)[C:16]([S:17][C:18]3[CH:19]=[C:20]([NH:24][C:25](=[O:27])[CH3:26])[CH:21]=[CH:22][CH:23]=3)=[CH:11][N:12]=2)[CH2:29][CH2:30]1.